This data is from Reaction yield outcomes from USPTO patents with 853,638 reactions. The task is: Predict the reaction yield, written as a fraction of the theoretical maximum amount of product (1.0 means a 100% yield; for example, 0.34 means a 34% yield). The reactants are [CH3:1][N:2]1[CH2:11][CH2:10][C:9]2[C:4](=[CH:5][CH:6]=[CH:7][CH:8]=2)[C:3]1=[O:12].[N+:13]([O-])([O-:15])=[O:14].[K+]. The catalyst is OS(O)(=O)=O. The product is [CH3:1][N:2]1[CH2:11][CH2:10][C:9]2[C:4](=[CH:5][C:6]([N+:13]([O-:15])=[O:14])=[CH:7][CH:8]=2)[C:3]1=[O:12]. The yield is 0.270.